Dataset: Full USPTO retrosynthesis dataset with 1.9M reactions from patents (1976-2016). Task: Predict the reactants needed to synthesize the given product. Given the product [C:21]([C:19]1[N:20]=[C:16]([CH:13]2[CH2:12][CH2:11][N:10]([C:8](=[O:9])[CH2:7][N:6]3[C:2]([CH3:1])=[CH:3][C:4]([C:23]([F:26])([F:24])[F:25])=[N:5]3)[CH2:15][CH2:14]2)[S:17][CH:18]=1)#[CH:27], predict the reactants needed to synthesize it. The reactants are: [CH3:1][C:2]1[N:6]([CH2:7][C:8]([N:10]2[CH2:15][CH2:14][CH:13]([C:16]3[S:17][CH:18]=[C:19]([CH:21]=O)[N:20]=3)[CH2:12][CH2:11]2)=[O:9])[N:5]=[C:4]([C:23]([F:26])([F:25])[F:24])[CH:3]=1.[C:27](=O)([O-])[O-].[K+].[K+].[N+](=C(P(=O)(OC)OC)C(=O)C)=[N-].